From a dataset of Catalyst prediction with 721,799 reactions and 888 catalyst types from USPTO. Predict which catalyst facilitates the given reaction. Reactant: [CH3:1][O:2][C:3]1[CH:4]=[C:5]2[C:9](=[CH:10][C:11]=1[O:12][CH3:13])[C:8](=[O:14])[O:7]C2.[O-][Mn](=O)(=O)=O.[K+].[C:21]([O-:24])([O-:23])=O.[Na+].[Na+]. Product: [CH3:13][O:12][C:11]1[CH:10]=[C:9]([C:8]([OH:14])=[O:7])[C:5](=[CH:4][C:3]=1[O:2][CH3:1])[C:21]([OH:24])=[O:23]. The catalyst class is: 6.